Dataset: Peptide-MHC class I binding affinity with 185,985 pairs from IEDB/IMGT. Task: Regression. Given a peptide amino acid sequence and an MHC pseudo amino acid sequence, predict their binding affinity value. This is MHC class I binding data. (1) The peptide sequence is LVGVLNWAA. The MHC is Mamu-A2601 with pseudo-sequence Mamu-A2601. The binding affinity (normalized) is 0.384. (2) The peptide sequence is RPQLWRYRW. The MHC is HLA-A03:01 with pseudo-sequence HLA-A03:01. The binding affinity (normalized) is 0.0847. (3) The peptide sequence is SEINNLNLT. The MHC is HLA-A68:02 with pseudo-sequence HLA-A68:02. The binding affinity (normalized) is 0.0847. (4) The peptide sequence is EELRSLFNTI. The MHC is HLA-A02:06 with pseudo-sequence HLA-A02:06. The binding affinity (normalized) is 0.350. (5) The peptide sequence is LPPVVPPLI. The MHC is HLA-A02:16 with pseudo-sequence HLA-A02:16. The binding affinity (normalized) is 0.0847. (6) The peptide sequence is ENARLRALL. The MHC is HLA-B39:01 with pseudo-sequence HLA-B39:01. The binding affinity (normalized) is 0.379.